The task is: Predict hERG channel inhibition at various concentrations.. This data is from hERG Central: cardiac toxicity at 1µM, 10µM, and general inhibition. (1) Results: hERG_inhib (hERG inhibition (general)): blocker. The drug is CCN(c1ccccc1)S(=O)(=O)c1cccc(C(=O)NCC2(N(C)C)CCCCC2)c1. (2) The drug is Fc1ccc(C[n+]2c(-c3ccccc3)cc(-c3ccccc3)cc2-c2ccccc2)cc1.[O-][Cl+3]([O-])([O-])[O-]. Results: hERG_inhib (hERG inhibition (general)): blocker.